From a dataset of Forward reaction prediction with 1.9M reactions from USPTO patents (1976-2016). Predict the product of the given reaction. Given the reactants C1(P(C2C=CC=CC=2)C2C=CC=CC=2)C=CC=CC=1.[C:20]([Br:24])(Br)(Br)[Br:21].O=[CH:26][CH2:27][CH:28]1[CH2:32][CH2:31][CH2:30][N:29]1[C:33]([O:35][C:36]([CH3:39])([CH3:38])[CH3:37])=[O:34], predict the reaction product. The product is: [Br:21][C:20]([Br:24])=[CH:26][CH2:27][CH:28]1[CH2:32][CH2:31][CH2:30][N:29]1[C:33]([O:35][C:36]([CH3:37])([CH3:39])[CH3:38])=[O:34].